From a dataset of Reaction yield outcomes from USPTO patents with 853,638 reactions. Predict the reaction yield, written as a fraction of the theoretical maximum amount of product (1.0 means a 100% yield; for example, 0.34 means a 34% yield). (1) The reactants are [O:1]=[C:2]1[NH:7][CH2:6][CH2:5][N:4]([C:8]([O:10][CH2:11][C:12]2[CH:17]=[CH:16][CH:15]=[CH:14][CH:13]=2)=[O:9])[CH2:3]1.[C:18]([O-])([O-])=O.[Na+].[Na+].F[B-](F)(F)F.C[O+](C)C.O. The catalyst is C(Cl)Cl. The product is [CH2:11]([O:10][C:8]([N:4]1[CH2:3][C:2]([O:1][CH3:18])=[N:7][CH2:6][CH2:5]1)=[O:9])[C:12]1[CH:17]=[CH:16][CH:15]=[CH:14][CH:13]=1. The yield is 0.950. (2) The reactants are [Br:1][C:2]1[CH:7]=[C:6]([N+:8]([O-])=O)[CH:5]=[CH:4][C:3]=1[CH2:11][CH3:12]. The catalyst is CO.[Ni]. The product is [Br:1][C:2]1[CH:7]=[C:6]([CH:5]=[CH:4][C:3]=1[CH2:11][CH3:12])[NH2:8]. The yield is 0.480. (3) The reactants are [CH:1]([C:3]1[CH:8]=[CH:7][C:6]([C:9]#[C:10][C:11]2[CH:18]=[CH:17][C:14]([C:15]#[N:16])=[CH:13][CH:12]=2)=[CH:5][CH:4]=1)=O.[NH:19]1[CH2:24][CH2:23][O:22][CH2:21][CH2:20]1.C(O[BH-](OC(=O)C)OC(=O)C)(=O)C.[Na+]. The catalyst is C(Cl)(Cl)Cl. The product is [N:19]1([CH2:1][C:3]2[CH:8]=[CH:7][C:6]([C:9]#[C:10][C:11]3[CH:18]=[CH:17][C:14]([C:15]#[N:16])=[CH:13][CH:12]=3)=[CH:5][CH:4]=2)[CH2:24][CH2:23][O:22][CH2:21][CH2:20]1. The yield is 0.970. (4) The reactants are [F:1][C:2]1[CH:7]=[CH:6][CH:5]=[CH:4][C:3]=1[CH2:8][C:9]([OH:11])=[O:10].[C:12]1([C@@H:18](O)[CH3:19])[CH:17]=[CH:16][CH:15]=[CH:14][CH:13]=1.CCN=C=NCCCN(C)C. The catalyst is CN(C1C=CN=CC=1)C.C(Cl)Cl. The product is [F:1][C:2]1[CH:7]=[CH:6][CH:5]=[CH:4][C:3]=1[CH2:8][C:9]([O:11][C@H:18]([C:12]1[CH:17]=[CH:16][CH:15]=[CH:14][CH:13]=1)[CH3:19])=[O:10]. The yield is 0.920.